Task: Predict which catalyst facilitates the given reaction.. Dataset: Catalyst prediction with 721,799 reactions and 888 catalyst types from USPTO (1) Reactant: C[O:2][C:3](=O)[C:4]1[CH:9]=[CH:8][C:7]([CH3:10])=[N:6][C:5]=1[NH:11][C:12]1[CH:17]=[CH:16][CH:15]=[C:14]([N+:18]([O-:20])=[O:19])[CH:13]=1.[BH4-].[K+].[Cl-].[Li+].O. Product: [OH:2][CH2:3][C:4]1[C:5]([NH:11][C:12]2[CH:17]=[CH:16][CH:15]=[C:14]([N+:18]([O-:20])=[O:19])[CH:13]=2)=[N:6][C:7]([CH3:10])=[CH:8][CH:9]=1. The catalyst class is: 1. (2) Reactant: [CH:1]([C:3]1[CH:12]=[C:11]([CH3:13])[CH:10]=[CH:9][C:4]=1[C:5]([O:7][CH3:8])=[O:6])=[CH2:2]. Product: [CH2:1]([C:3]1[CH:12]=[C:11]([CH3:13])[CH:10]=[CH:9][C:4]=1[C:5]([O:7][CH3:8])=[O:6])[CH3:2]. The catalyst class is: 43. (3) Reactant: C(OC(=O)[N:6]([C:30]([CH3:33])([CH3:32])[CH3:31])[CH2:7][C:8]1[CH:13]=[CH:12][CH:11]=[C:10]([C:14]2[CH:19]=[CH:18][N:17]=[C:16]([NH:20][CH2:21][CH2:22][C:23]3[CH:28]=[CH:27][C:26]([OH:29])=[CH:25][CH:24]=3)[N:15]=2)[CH:9]=1)C=C.C(N(C(C)C)CC)(C)C.CN1C(=O)CC(=O)N(C)C1=O. Product: [C:30]([NH:6][CH2:7][C:8]1[CH:9]=[C:10]([C:14]2[CH:19]=[CH:18][N:17]=[C:16]([NH:20][CH2:21][CH2:22][C:23]3[CH:24]=[CH:25][C:26]([OH:29])=[CH:27][CH:28]=3)[N:15]=2)[CH:11]=[CH:12][CH:13]=1)([CH3:33])([CH3:31])[CH3:32]. The catalyst class is: 532.